From a dataset of Reaction yield outcomes from USPTO patents with 853,638 reactions. Predict the reaction yield, written as a fraction of the theoretical maximum amount of product (1.0 means a 100% yield; for example, 0.34 means a 34% yield). (1) The reactants are [C:1]([NH2:10])(=[O:9])[C:2]1[C:3](=[CH:5][CH:6]=[CH:7][CH:8]=1)[NH2:4].[CH:11]([C:13]1[CH:23]=[CH:22][C:16]([O:17][CH2:18][C:19]([OH:21])=[O:20])=[CH:15][CH:14]=1)=O.COC1C=C(OC)C=C2C=1C(=O)NC(C1C=CC=CN=1)=N2. No catalyst specified. The product is [O:9]=[C:1]1[C:2]2[C:3](=[CH:5][CH:6]=[CH:7][CH:8]=2)[N:4]=[C:11]([C:13]2[CH:23]=[CH:22][C:16]([O:17][CH2:18][C:19]([OH:21])=[O:20])=[CH:15][CH:14]=2)[NH:10]1. The yield is 0.730. (2) No catalyst specified. The product is [NH2:1][C:2]1[C:11]2[CH:10]=[CH:9][CH:8]=[C:7]([C:28]3[C:23]([O:22][CH3:21])=[N:24][CH:25]=[CH:26][CH:27]=3)[C:6]=2[N:5]=[C:4]2[CH2:13][N:14]([CH:17]3[CH2:20][CH2:19][CH2:18]3)[C:15](=[O:16])[C:3]=12. The reactants are [NH2:1][C:2]1[C:11]2[CH:10]=[CH:9][CH:8]=[C:7](Br)[C:6]=2[N:5]=[C:4]2[CH2:13][N:14]([CH:17]3[CH2:20][CH2:19][CH2:18]3)[C:15](=[O:16])[C:3]=12.[CH3:21][O:22][C:23]1[C:28](B(O)O)=[CH:27][CH:26]=[CH:25][N:24]=1. The yield is 0.865. (3) The reactants are C([O:4][CH2:5][C:6]1[C:7]([N:28]2[N:37]=[CH:36][C:35]3[C:30](=[C:31]([F:42])[CH:32]=[C:33]([C:38]([CH3:41])([CH3:40])[CH3:39])[CH:34]=3)[C:29]2=[O:43])=[N:8][CH:9]=[CH:10][C:11]=1[C:12]1[CH:17]=[C:16]([NH:18][C:19]2[CH:23]=[C:22]([CH3:24])[N:21]([CH3:25])[N:20]=2)[C:15](=[O:26])[N:14]([CH3:27])[N:13]=1)(=O)C.O.[OH-].[Li+]. The catalyst is CC(O)C.O1CCCC1. The product is [C:38]([C:33]1[CH:34]=[C:35]2[C:30](=[C:31]([F:42])[CH:32]=1)[C:29](=[O:43])[N:28]([C:7]1[C:6]([CH2:5][OH:4])=[C:11]([C:12]3[CH:17]=[C:16]([NH:18][C:19]4[CH:23]=[C:22]([CH3:24])[N:21]([CH3:25])[N:20]=4)[C:15](=[O:26])[N:14]([CH3:27])[N:13]=3)[CH:10]=[CH:9][N:8]=1)[N:37]=[CH:36]2)([CH3:41])([CH3:39])[CH3:40]. The yield is 0.180. (4) The reactants are [CH3:1][O:2][C:3](=[O:32])[CH2:4][CH2:5][CH2:6][CH2:7][CH2:8][O:9][C:10]1[CH:15]=[CH:14][C:13]([NH:16][C:17](=[O:31])[CH2:18][CH2:19][CH2:20][CH2:21][CH2:22][O:23]CC2C=CC=CC=2)=[CH:12][CH:11]=1. The catalyst is CO.[Pd]. The product is [CH3:1][O:2][C:3](=[O:32])[CH2:4][CH2:5][CH2:6][CH2:7][CH2:8][O:9][C:10]1[CH:11]=[CH:12][C:13]([NH:16][C:17](=[O:31])[CH2:18][CH2:19][CH2:20][CH2:21][CH2:22][OH:23])=[CH:14][CH:15]=1. The yield is 0.628. (5) The product is [CH3:5][C:2]([C:6]1[CH:11]=[CH:10][C:9]([N+:12]([O-:14])=[O:13])=[CH:8][CH:7]=1)([CH3:1])[CH2:3][NH2:4]. The catalyst is C1COCC1. The yield is 0.900. The reactants are [CH3:1][C:2]([C:6]1[CH:11]=[CH:10][C:9]([N+:12]([O-:14])=[O:13])=[CH:8][CH:7]=1)([CH3:5])[C:3]#[N:4].Cl.[OH-].[Na+]. (6) The reactants are [CH:1]1([N:6]2[C:14]3[CH:13]=[C:12]([C:15]([CH3:17])=[CH2:16])[CH:11]=[C:10]([C:18]([NH:20][CH2:21][C:22]4[C:23](=[O:30])[NH:24][C:25]([CH3:29])=[CH:26][C:27]=4[CH3:28])=[O:19])[C:9]=3[CH:8]=[N:7]2)[CH2:5][CH2:4][CH2:3][CH2:2]1. The catalyst is [Pd]. The product is [CH:1]1([N:6]2[C:14]3[CH:13]=[C:12]([CH:15]([CH3:16])[CH3:17])[CH:11]=[C:10]([C:18]([NH:20][CH2:21][C:22]4[C:23](=[O:30])[NH:24][C:25]([CH3:29])=[CH:26][C:27]=4[CH3:28])=[O:19])[C:9]=3[CH:8]=[N:7]2)[CH2:2][CH2:3][CH2:4][CH2:5]1. The yield is 0.350. (7) The reactants are [C:1]1(=[O:6])[CH2:5][CH2:4][CH2:3][CH2:2]1.[OH-].[Na+].P(=O)(O)(O)O.P([O-])([O-])([O-])=O.[Na+].[Na+].[Na+].[CH:22](=[O:27])[CH2:23][CH2:24][CH2:25][CH3:26]. The catalyst is [OH-].[Na+].C(=C1CCCC1=O)CCCC. The product is [OH:27][CH:22]([CH:2]1[CH2:3][CH2:4][CH2:5][C:1]1=[O:6])[CH2:23][CH2:24][CH2:25][CH3:26]. The yield is 0.846. (8) The reactants are [CH3:1][C:2]1[O:6][N:5]=[C:4]([C:7]2[CH:12]=[CH:11][CH:10]=[CH:9][N:8]=2)[C:3]=1[CH2:13][O:14][C:15]1[CH:16]=[CH:17][C:18]([C:21]([OH:23])=O)=[N:19][CH:20]=1.[CH3:24][NH2:25]. No catalyst specified. The product is [CH3:24][NH:25][C:21]([C:18]1[CH:17]=[CH:16][C:15]([O:14][CH2:13][C:3]2[C:4]([C:7]3[CH:12]=[CH:11][CH:10]=[CH:9][N:8]=3)=[N:5][O:6][C:2]=2[CH3:1])=[CH:20][N:19]=1)=[O:23]. The yield is 0.780.